Predict the reactants needed to synthesize the given product. From a dataset of Full USPTO retrosynthesis dataset with 1.9M reactions from patents (1976-2016). (1) Given the product [Cl:1][C:2]1[CH:3]=[C:4]2[C:8](=[CH:9][CH:10]=1)[N:7]([CH:33]=[C:34]([C:36]1[CH:41]=[CH:40][C:39]([F:42])=[C:38]([F:43])[CH:37]=1)[CH3:35])[C:6]1[CH2:11][N:12]([CH3:15])[CH2:13][CH2:14][C:5]2=1, predict the reactants needed to synthesize it. The reactants are: [Cl:1][C:2]1[CH:3]=[C:4]2[C:8](=[CH:9][CH:10]=1)[NH:7][C:6]1[CH2:11][N:12]([CH3:15])[CH2:13][CH2:14][C:5]2=1.N1CCC[C@H]1C(O)=O.[O-]P([O-])([O-])=O.[K+].[K+].[K+].Br[CH:33]=[C:34]([C:36]1[CH:41]=[CH:40][C:39]([F:42])=[C:38]([F:43])[CH:37]=1)[CH3:35]. (2) Given the product [CH3:19][C:20]1[NH:24][N:23]=[C:22]([NH:25][CH:8]=[C:9]2[C:17]3[C:12](=[CH:13][CH:14]=[CH:15][CH:16]=3)[NH:11][C:10]2=[O:18])[CH:21]=1, predict the reactants needed to synthesize it. The reactants are: NC1C=CNN=1.O/[CH:8]=[C:9]1\[C:10](=[O:18])[NH:11][C:12]2[C:17]\1=[CH:16][CH:15]=[CH:14][CH:13]=2.[CH3:19][C:20]1[NH:24][N:23]=[C:22]([NH2:25])[CH:21]=1.